This data is from Full USPTO retrosynthesis dataset with 1.9M reactions from patents (1976-2016). The task is: Predict the reactants needed to synthesize the given product. Given the product [CH2:1]([N:4]1[CH2:10][CH:9]([CH3:11])[C:8](=[O:12])[N:7]([CH3:13])[C:6]2[CH:14]=[N:15][C:16]([NH:19][C:20]3[CH:35]=[CH:34][C:23]([C:24]([NH:26][CH:27]4[CH2:28][CH2:29][N:30]([CH3:33])[CH2:31][CH2:32]4)=[O:25])=[CH:22][C:21]=3[O:36][CH3:37])=[N:17][C:5]1=2)[CH:2]=[CH2:3], predict the reactants needed to synthesize it. The reactants are: [CH2:1]([N:4]1[CH2:10][CH:9]([CH3:11])[C:8](=[O:12])[N:7]([CH3:13])[C:6]2[CH:14]=[N:15][C:16](Cl)=[N:17][C:5]1=2)[CH:2]=[CH2:3].[NH2:19][C:20]1[CH:35]=[CH:34][C:23]([C:24]([NH:26][CH:27]2[CH2:32][CH2:31][N:30]([CH3:33])[CH2:29][CH2:28]2)=[O:25])=[CH:22][C:21]=1[O:36][CH3:37].O.C1(C)C=CC(S(O)(=O)=O)=CC=1.